Dataset: Reaction yield outcomes from USPTO patents with 853,638 reactions. Task: Predict the reaction yield, written as a fraction of the theoretical maximum amount of product (1.0 means a 100% yield; for example, 0.34 means a 34% yield). The reactants are [C:1]([O:5][C:6]([N:8]1[CH2:13][CH2:12][CH:11]([NH:14][C:15]2[CH:20]=[CH:19][CH:18]=[CH:17][C:16]=2[CH2:21][NH2:22])[CH2:10][CH2:9]1)=[O:7])([CH3:4])([CH3:3])[CH3:2].[C:23](N1C=CN=C1)(N1C=CN=C1)=[O:24].O. The catalyst is C1(C)C=CC=CC=1. The product is [C:1]([O:5][C:6]([N:8]1[CH2:9][CH2:10][CH:11]([N:14]2[C:15]3[C:16](=[CH:17][CH:18]=[CH:19][CH:20]=3)[CH2:21][NH:22][C:23]2=[O:24])[CH2:12][CH2:13]1)=[O:7])([CH3:4])([CH3:2])[CH3:3]. The yield is 0.170.